This data is from Catalyst prediction with 721,799 reactions and 888 catalyst types from USPTO. The task is: Predict which catalyst facilitates the given reaction. (1) Reactant: C[O-].[Na+].[Br:4][CH2:5][C:6]1[C:15]2[C:10](=[CH:11][C:12]([O:16]C(=O)C)=[CH:13][CH:14]=2)[O:9][C:8](=[O:20])[CH:7]=1. Product: [Br:4][CH2:5][C:6]1[C:15]2[C:10](=[CH:11][C:12]([OH:16])=[CH:13][CH:14]=2)[O:9][C:8](=[O:20])[CH:7]=1. The catalyst class is: 5. (2) Reactant: Cl.C(O[N:5]=[CH:6][C:7]1[CH:8]=[C:9]2[C:13](=[CH:14][CH:15]=1)[NH:12][N:11]=[C:10]2[C:16]1[CH:17]=[C:18]([NH:22][C:23]([C:25]2[CH:26]=[N:27][CH:28]=[CH:29][CH:30]=2)=[O:24])[CH:19]=[CH:20][CH:21]=1)C.[NH2:31][NH:32][C:33](=O)[CH2:34][N:35]([CH3:37])[CH3:36].C[O-].[Na+]. Product: [CH3:36][N:35]([CH2:34][C:33]1[NH:32][N:31]=[C:6]([C:7]2[CH:8]=[C:9]3[C:13](=[CH:14][CH:15]=2)[NH:12][N:11]=[C:10]3[C:16]2[CH:17]=[C:18]([NH:22][C:23]([C:25]3[CH:26]=[N:27][CH:28]=[CH:29][CH:30]=3)=[O:24])[CH:19]=[CH:20][CH:21]=2)[N:5]=1)[CH3:37]. The catalyst class is: 5. (3) Reactant: [N+:1]([C:4]1[C:5]([N:10]2[CH2:15][CH2:14][CH:13]([C:16]([O:18][CH3:19])=[O:17])[CH2:12][CH2:11]2)=[N:6][CH:7]=[CH:8][CH:9]=1)([O-:3])=[O:2].C1C(=O)N([Br:27])C(=O)C1. Product: [Br:27][C:8]1[CH:9]=[C:4]([N+:1]([O-:3])=[O:2])[C:5]([N:10]2[CH2:15][CH2:14][CH:13]([C:16]([O:18][CH3:19])=[O:17])[CH2:12][CH2:11]2)=[N:6][CH:7]=1. The catalyst class is: 23. (4) Reactant: IC.[Cl:3][C:4]1[N:9]=[C:8]([NH:10][C:11]2[CH:16]=[C:15]([CH2:17][O:18][Si:19]([CH3:25])([CH3:24])[C:20]([CH3:23])([CH3:22])[CH3:21])[CH:14]=[CH:13][C:12]=2[CH3:26])[CH:7]=[CH:6][N:5]=1.[C:27]([O-])([O-])=O.[Cs+].[Cs+]. Product: [Cl:3][C:4]1[N:9]=[C:8]([N:10]([C:11]2[CH:16]=[C:15]([CH2:17][O:18][Si:19]([CH3:25])([CH3:24])[C:20]([CH3:21])([CH3:22])[CH3:23])[CH:14]=[CH:13][C:12]=2[CH3:26])[CH3:27])[CH:7]=[CH:6][N:5]=1. The catalyst class is: 10. (5) Reactant: [F:1][C:2]1[CH:3]=[C:4]2[C:8](=[CH:9][CH:10]=1)[NH:7][C:6](=[O:11])[CH2:5]2.N1([C:17]([C:19]2[C:20]([CH3:27])=[C:21]([CH:25]=O)[NH:22][C:23]=2[CH3:24])=[O:18])C=CN=C1.[NH2:28][CH2:29][C@@H:30]([OH:38])[CH2:31][N:32]1[CH2:37][CH2:36][O:35][CH2:34][CH2:33]1.C(N(CC)CC)C. Product: [F:1][C:2]1[CH:3]=[C:4]2[C:8](=[CH:9][CH:10]=1)[NH:7][C:6](=[O:11])/[C:5]/2=[CH:25]\[C:21]1[NH:22][C:23]([CH3:24])=[C:19]([C:17]([NH:28][CH2:29][C@@H:30]([OH:38])[CH2:31][N:32]2[CH2:33][CH2:34][O:35][CH2:36][CH2:37]2)=[O:18])[C:20]=1[CH3:27]. The catalyst class is: 783.